From a dataset of Catalyst prediction with 721,799 reactions and 888 catalyst types from USPTO. Predict which catalyst facilitates the given reaction. (1) Reactant: Br[C:2]1[CH:9]=[CH:8][C:5]([CH:6]=[O:7])=[C:4]([N+:10]([O-:12])=[O:11])[CH:3]=1.[N:13]1([C:18]([C:20]2[CH:25]=[CH:24][C:23](B(O)O)=[CH:22][CH:21]=2)=[O:19])[CH2:17][CH2:16][CH2:15][CH2:14]1.CCO.C([O-])([O-])=O.[Na+].[Na+]. Product: [N+:10]([C:4]1[CH:3]=[C:2]([C:23]2[CH:22]=[CH:21][C:20]([C:18]([N:13]3[CH2:14][CH2:15][CH2:16][CH2:17]3)=[O:19])=[CH:25][CH:24]=2)[CH:9]=[CH:8][C:5]=1[CH:6]=[O:7])([O-:12])=[O:11]. The catalyst class is: 109. (2) Reactant: Br[C:2]1[CH:3]=[C:4]2[C:8](=[C:9]([C:11]([NH:13][CH2:14][C:15]3[C:16](=[O:23])[NH:17][C:18]([CH3:22])=[CH:19][C:20]=3[CH3:21])=[O:12])[CH:10]=1)[N:7]([CH3:24])[CH:6]=[C:5]2[CH:25]([CH3:27])[CH3:26].C([O-])(=O)C.[K+].[B:33]1([B:33]2[O:37][C:36]([CH3:39])([CH3:38])[C:35]([CH3:41])([CH3:40])[O:34]2)[O:37][C:36]([CH3:39])([CH3:38])[C:35]([CH3:41])([CH3:40])[O:34]1. Product: [CH3:21][C:20]1[CH:19]=[C:18]([CH3:22])[NH:17][C:16](=[O:23])[C:15]=1[CH2:14][NH:13][C:11]([C:9]1[CH:10]=[C:2]([B:33]2[O:37][C:36]([CH3:39])([CH3:38])[C:35]([CH3:41])([CH3:40])[O:34]2)[CH:3]=[C:4]2[C:8]=1[N:7]([CH3:24])[CH:6]=[C:5]2[CH:25]([CH3:27])[CH3:26])=[O:12]. The catalyst class is: 819. (3) Reactant: CS(C)=O.C(Cl)(=O)C(Cl)=O.[CH3:11][Si:12]([CH3:24])([CH3:23])[C:13]#[C:14][C:15]#[C:16][CH2:17][CH2:18]/[CH:19]=[CH:20]/[CH2:21][OH:22].C(N(CC)CC)C. Product: [CH3:24][Si:12]([CH3:11])([CH3:23])[C:13]#[C:14][C:15]#[C:16][CH2:17][CH2:18]/[CH:19]=[CH:20]/[CH:21]=[O:22]. The catalyst class is: 2. (4) The catalyst class is: 7. Product: [C:15]([O:14][C:12](=[O:13])/[CH:11]=[CH:19]/[C:21]1[CH:22]=[C:23]([CH:28]=[CH:29][CH:30]=1)[C:24]([O:26][CH3:27])=[O:25])([CH3:16])([CH3:17])[CH3:18]. Reactant: [H-].[Na+].C(OP([CH2:11][C:12]([O:14][C:15]([CH3:18])([CH3:17])[CH3:16])=[O:13])(OCC)=O)C.[CH:19]([C:21]1[CH:22]=[C:23]([CH:28]=[CH:29][CH:30]=1)[C:24]([O:26][CH3:27])=[O:25])=O.O. (5) Reactant: [CH:1]1([OH:7])[CH2:6][CH2:5][CH2:4][CH2:3][CH2:2]1.[H-].[Na+].Cl[C:11]1[C:16]([S:17][C:18]2[CH:19]=[C:20]([NH:24][C:25](=[O:27])[CH3:26])[CH:21]=[CH:22][CH:23]=2)=[CH:15][N:14]=[C:13]([N:28]2[CH2:33][CH2:32][N:31]([CH3:34])[CH2:30][CH2:29]2)[N:12]=1.CO. Product: [CH:1]1([O:7][C:15]2[C:16]([S:17][C:18]3[CH:19]=[C:20]([NH:24][C:25](=[O:27])[CH3:26])[CH:21]=[CH:22][CH:23]=3)=[CH:11][N:12]=[C:13]([N:28]3[CH2:33][CH2:32][N:31]([CH3:34])[CH2:30][CH2:29]3)[N:14]=2)[CH2:6][CH2:5][CH2:4][CH2:3][CH2:2]1. The catalyst class is: 3. (6) Reactant: [C:1]([O:4][C@@H:5]1[C@@H:10]([O:11][C:12](=[O:14])[CH3:13])[C@H:9]([O:15][C:16](=[O:18])[CH3:17])[C@@H:8]([CH2:19][O:20][C:21](=[O:23])[CH3:22])[O:7][C@H:6]1[O:24][C:25]1[C:29]([CH2:30][C:31]2[CH:36]=[CH:35][C:34](/[CH:37]=[CH:38]/[CH2:39][C:40](O)=[O:41])=[CH:33][CH:32]=2)=[C:28]([CH:43]([CH3:45])[CH3:44])[NH:27][N:26]=1)(=[O:3])[CH3:2].ON1C2C=CC=CC=2N=N1.Cl.C(N=C=NCCCN(C)C)C.[NH2:68][C@@H:69]([CH3:80])[C:70]([O:72][CH2:73][C:74]1[CH:79]=[CH:78][CH:77]=[CH:76][CH:75]=1)=[O:71]. Product: [C:1]([O:4][C@@H:5]1[C@@H:10]([O:11][C:12](=[O:14])[CH3:13])[C@H:9]([O:15][C:16](=[O:18])[CH3:17])[C@@H:8]([CH2:19][O:20][C:21](=[O:23])[CH3:22])[O:7][C@H:6]1[O:24][C:25]1[C:29]([CH2:30][C:31]2[CH:32]=[CH:33][C:34](/[CH:37]=[CH:38]/[CH2:39][C:40](=[O:41])[NH:68][C@H:69]([C:70]([O:72][CH2:73][C:74]3[CH:79]=[CH:78][CH:77]=[CH:76][CH:75]=3)=[O:71])[CH3:80])=[CH:35][CH:36]=2)=[C:28]([CH:43]([CH3:45])[CH3:44])[NH:27][N:26]=1)(=[O:3])[CH3:2]. The catalyst class is: 35.